This data is from Full USPTO retrosynthesis dataset with 1.9M reactions from patents (1976-2016). The task is: Predict the reactants needed to synthesize the given product. (1) Given the product [CH3:42][O:43][N:44]([CH3:45])[C:16]([C:14]1[CH:13]=[CH:12][C:11]2[N:7]([CH:2]3[CH2:3][CH2:4][CH2:5][CH2:6][O:1]3)[CH:8]=[N:9][C:10]=2[CH:15]=1)=[O:18], predict the reactants needed to synthesize it. The reactants are: [O:1]1[CH2:6][CH2:5][CH2:4][CH2:3][CH:2]1[N:7]1[C:11]2[CH:12]=[CH:13][C:14]([C:16]([OH:18])=O)=[CH:15][C:10]=2[N:9]=[CH:8]1.CCN=C=NCCCN(C)C.Cl.C1C=CC2N(O)N=NC=2C=1.Cl.[CH3:42][O:43][NH:44][CH3:45]. (2) Given the product [CH2:16]([C:6]1[C:7]([CH2:8][C:9]([OH:11])=[O:10])=[C:3]([CH2:1][CH3:2])[NH:4][N:5]=1)[CH3:17], predict the reactants needed to synthesize it. The reactants are: [CH2:1]([C:3]1[C:7]([CH2:8][C:9]([O:11]C(C)(C)C)=[O:10])=[C:6]([CH2:16][CH3:17])[NH:5][N:4]=1)[CH3:2].FC(F)(F)C(O)=O. (3) Given the product [CH3:53][N:52]([CH3:54])[S:49]([NH:48][C:44]1[CH:45]=[N:46][CH:47]=[C:42]([C:2]2[CH:11]=[C:10]3[C:5](=[CH:4][CH:3]=2)[N:6]=[CH:7][C:8]([C:12]2[CH:13]=[N:14][N:15]([CH3:17])[CH:16]=2)=[N:9]3)[CH:43]=1)(=[O:50])=[O:51], predict the reactants needed to synthesize it. The reactants are: Br[C:2]1[CH:11]=[C:10]2[C:5]([N:6]=[CH:7][C:8]([C:12]3[CH:13]=[N:14][N:15]([CH3:17])[CH:16]=3)=[N:9]2)=[CH:4][CH:3]=1.B1(B2OC(C)(C)C(C)(C)O2)OC(C)(C)C(C)(C)O1.C([O-])(=O)C.[K+].Br[C:42]1[CH:43]=[C:44]([NH:48][S:49]([N:52]([CH3:54])[CH3:53])(=[O:51])=[O:50])[CH:45]=[N:46][CH:47]=1.C(=O)(O)[O-].[Na+]. (4) Given the product [CH3:23][N:1]1[C:10]2[C:5](=[CH:6][C:7]([O:11][C:12](=[O:20])[NH:13][CH2:14][CH2:15][CH2:16][CH2:17][CH2:18][CH3:19])=[CH:8][CH:9]=2)[CH2:4][CH2:3][CH2:2]1, predict the reactants needed to synthesize it. The reactants are: [NH:1]1[C:10]2[C:5](=[CH:6][C:7]([O:11][C:12](=[O:20])[NH:13][CH2:14][CH2:15][CH2:16][CH2:17][CH2:18][CH3:19])=[CH:8][CH:9]=2)[CH2:4][CH2:3][CH2:2]1.[H-].[Na+].[CH3:23]I. (5) Given the product [Br:14][CH2:15][CH2:16][CH2:17][CH2:18][CH:10]1[CH2:11][CH2:12][N:8]([CH2:7][C:1]2[CH:2]=[CH:3][CH:4]=[CH:5][CH:6]=2)[C:9]1=[O:13], predict the reactants needed to synthesize it. The reactants are: [C:1]1([CH2:7][N:8]2[CH2:12][CH2:11][CH2:10][C:9]2=[O:13])[CH:6]=[CH:5][CH:4]=[CH:3][CH:2]=1.[Br:14][CH2:15][CH2:16][CH2:17][CH2:18]Br.C1(CN2CCC3(CCCC3)C2=O)C=CC=CC=1. (6) Given the product [ClH:38].[ClH:38].[NH2:7][CH2:8][CH2:9][N:10]1[C:18]2[C:17]([NH:19][C:20]3[CH:21]=[C:22]4[C:26](=[CH:27][CH:28]=3)[N:25]([CH2:29][C:30]3[CH:35]=[CH:34][CH:33]=[C:32]([F:36])[CH:31]=3)[CH:24]=[CH:23]4)=[N:16][CH:15]=[N:14][C:13]=2[CH:12]=[CH:11]1, predict the reactants needed to synthesize it. The reactants are: C(OC(=O)[NH:7][CH2:8][CH2:9][N:10]1[C:18]2[C:17]([NH:19][C:20]3[CH:21]=[C:22]4[C:26](=[CH:27][CH:28]=3)[N:25]([CH2:29][C:30]3[CH:35]=[CH:34][CH:33]=[C:32]([F:36])[CH:31]=3)[CH:24]=[CH:23]4)=[N:16][CH:15]=[N:14][C:13]=2[CH:12]=[CH:11]1)(C)(C)C.[ClH:38].